Dataset: Forward reaction prediction with 1.9M reactions from USPTO patents (1976-2016). Task: Predict the product of the given reaction. (1) Given the reactants [Cl:1][C:2]1[CH:3]=[C:4]([N:8]2[CH2:13][CH2:12][N:11]([C:14]3[C:15]([C:28]4[CH:33]=[CH:32][CH:31]=[CH:30][CH:29]=4)=[N:16][C:17]4[C:22]([N:23]=3)=[CH:21][C:20]([C:24]([O:26]C)=[O:25])=[CH:19][CH:18]=4)[CH2:10][CH2:9]2)[CH:5]=[CH:6][CH:7]=1.[OH-].[Na+], predict the reaction product. The product is: [Cl:1][C:2]1[CH:3]=[C:4]([N:8]2[CH2:13][CH2:12][N:11]([C:14]3[C:15]([C:28]4[CH:29]=[CH:30][CH:31]=[CH:32][CH:33]=4)=[N:16][C:17]4[C:22]([N:23]=3)=[CH:21][C:20]([C:24]([OH:26])=[O:25])=[CH:19][CH:18]=4)[CH2:10][CH2:9]2)[CH:5]=[CH:6][CH:7]=1. (2) The product is: [CH3:25][O:26][C:27](=[O:34])[C@H:28]([CH2:30][CH2:31][S:32][CH3:33])[NH:29][C:14](=[O:15])[C:13]1[CH:17]=[CH:18][C:10]([S:7]([C:2]2[CH:3]=[CH:4][CH:5]=[CH:6][N:1]=2)(=[O:9])=[O:8])=[CH:11][C:12]=1[C:19]1[CH:20]=[CH:21][CH:22]=[CH:23][CH:24]=1. Given the reactants [N:1]1[CH:6]=[CH:5][CH:4]=[CH:3][C:2]=1[S:7]([C:10]1[CH:18]=[CH:17][C:13]([C:14](O)=[O:15])=[C:12]([C:19]2[CH:24]=[CH:23][CH:22]=[CH:21][CH:20]=2)[CH:11]=1)(=[O:9])=[O:8].[CH3:25][O:26][C:27](=[O:34])[C@H:28]([CH2:30][CH2:31][S:32][CH3:33])[NH2:29], predict the reaction product. (3) The product is: [Cl:4][C:5]1[C:13]([O:14][CH3:15])=[CH:12][C:8]([CH2:9][OH:10])=[C:7]([F:16])[CH:6]=1. Given the reactants S(C)C.[Cl:4][C:5]1[C:13]([O:14][CH3:15])=[CH:12][C:8]([C:9](O)=[O:10])=[C:7]([F:16])[CH:6]=1.O.Cl, predict the reaction product. (4) Given the reactants Cl[C:2]1[N:7]=[C:6]([C:8]([F:11])([F:10])[F:9])[CH:5]=[C:4]([C:12]2[CH:17]=[CH:16][C:15]([C:18]([F:21])([F:20])[F:19])=[C:14]([CH3:22])[CH:13]=2)[N:3]=1.[I:23][C:24]1[N:25]=[CH:26][NH:27][CH:28]=1, predict the reaction product. The product is: [I:23][C:24]1[N:25]=[CH:26][N:27]([C:2]2[N:3]=[C:4]([C:12]3[CH:17]=[CH:16][C:15]([C:18]([F:21])([F:20])[F:19])=[C:14]([CH3:22])[CH:13]=3)[CH:5]=[C:6]([C:8]([F:11])([F:10])[F:9])[N:7]=2)[CH:28]=1. (5) Given the reactants CO.[CH:3]1([C@H:7]([NH:9][C:10]2[N:18]=[C:17]([CH:19]=O)[N:16]=[C:15]3[C:11]=2[N:12]([CH2:30][C:31]2[CH:36]=[CH:35][C:34]([C:37]([F:40])([F:39])[F:38])=[CH:33][CH:32]=2)[C:13]([C:21]2[CH:26]=[C:25]([CH:27]([CH3:29])[CH3:28])[CH:24]=[CH:23][N:22]=2)=[N:14]3)[CH3:8])[CH2:6][CH2:5][CH2:4]1.[C:41](=O)([O-])[O-].[K+].[K+].[N+](=C(P(=O)(OC)OC)C(=O)C)=[N-], predict the reaction product. The product is: [CH:3]1([C@H:7]([NH:9][C:10]2[N:18]=[C:17]([C:19]#[CH:41])[N:16]=[C:15]3[C:11]=2[N:12]([CH2:30][C:31]2[CH:36]=[CH:35][C:34]([C:37]([F:40])([F:39])[F:38])=[CH:33][CH:32]=2)[C:13]([C:21]2[CH:26]=[C:25]([CH:27]([CH3:29])[CH3:28])[CH:24]=[CH:23][N:22]=2)=[N:14]3)[CH3:8])[CH2:6][CH2:5][CH2:4]1. (6) Given the reactants [OH:1][C:2]1[CH:3]=[C:4]([CH:9]=[C:10]([O:12][C@H:13]2[CH2:17][CH2:16][N:15]([CH3:18])[C:14]2=[O:19])[CH:11]=1)[C:5]([O:7][CH3:8])=[O:6].F[C:21]1[CH:30]=[C:29]2[C:24]([C:25](=[O:32])[N:26]([CH3:31])[CH2:27][O:28]2)=[CH:23][CH:22]=1.C(=O)([O-])[O-].[K+].[K+], predict the reaction product. The product is: [CH3:31][N:26]1[C:25](=[O:32])[C:24]2[C:29](=[CH:30][C:21]([O:1][C:2]3[CH:3]=[C:4]([CH:9]=[C:10]([O:12][C@H:13]4[CH2:17][CH2:16][N:15]([CH3:18])[C:14]4=[O:19])[CH:11]=3)[C:5]([O:7][CH3:8])=[O:6])=[CH:22][CH:23]=2)[O:28][CH2:27]1. (7) Given the reactants [Cl:1]N1C(=O)CCC1=O.[CH2:9]([N:11]1[C:19]2[C:14](=[C:15]([O:22][CH2:23][C:24]([F:27])([F:26])[F:25])[CH:16]=[C:17]([CH:20]=[O:21])[CH:18]=2)[CH:13]=[CH:12]1)[CH3:10], predict the reaction product. The product is: [Cl:1][C:13]1[C:14]2[C:19](=[CH:18][C:17]([CH:20]=[O:21])=[CH:16][C:15]=2[O:22][CH2:23][C:24]([F:25])([F:27])[F:26])[N:11]([CH2:9][CH3:10])[CH:12]=1. (8) Given the reactants [C:1]([C:3]1[C:7]([CH3:8])=[C:6]([CH3:9])[S:5][C:4]=1[NH:10][C:11]([NH:13]C(=O)C1C=CC=CC=1)=[S:12])#[N:2].[OH-].[Na+].[CH3:24]I, predict the reaction product. The product is: [CH3:8][C:7]1[C:3]2[C:1]([NH2:2])=[N:13][C:11]([S:12][CH3:24])=[N:10][C:4]=2[S:5][C:6]=1[CH3:9]. (9) Given the reactants [NH2:1][CH2:2][C:3]1[CH:8]=[CH:7][C:6]([C:9]2[CH:14]=[CH:13][C:12]([C:15]([O:17][C:18]([CH3:21])([CH3:20])[CH3:19])=[O:16])=[CH:11][CH:10]=2)=[CH:5][CH:4]=1.[F:22][C:23]([F:33])([F:32])[C:24]1[CH:31]=[CH:30][C:27]([CH:28]=O)=[CH:26][CH:25]=1.C(O[BH-](OC(=O)C)OC(=O)C)(=O)C.[Na+].O, predict the reaction product. The product is: [F:22][C:23]([F:32])([F:33])[C:24]1[CH:31]=[CH:30][C:27]([CH2:28][NH:1][CH2:2][C:3]2[CH:8]=[CH:7][C:6]([C:9]3[CH:14]=[CH:13][C:12]([C:15]([O:17][C:18]([CH3:21])([CH3:20])[CH3:19])=[O:16])=[CH:11][CH:10]=3)=[CH:5][CH:4]=2)=[CH:26][CH:25]=1. (10) Given the reactants [NH2:1][C@@:2]([C:8]1[CH:13]=[C:12]([N+:14]([O-:16])=[O:15])[CH:11]=[CH:10][C:9]=1[F:17])([CH2:6][CH3:7])[CH2:3][CH2:4][OH:5].C(=O)([O-])[O-].[K+].[K+].[C:24](Cl)(Cl)=[S:25], predict the reaction product. The product is: [F:17][C:9]1[CH:10]=[CH:11][C:12]([N+:14]([O-:16])=[O:15])=[CH:13][C:8]=1[C@:2]([N:1]=[C:24]=[S:25])([CH2:6][CH3:7])[CH2:3][CH2:4][OH:5].